This data is from Full USPTO retrosynthesis dataset with 1.9M reactions from patents (1976-2016). The task is: Predict the reactants needed to synthesize the given product. (1) Given the product [CH:10]1[C:11]2[CH:12]([CH2:14][O:15][C:16]([NH:18][C@H:19]([C:30]([NH:32][CH2:33][C:34]([NH2:36])=[O:35])=[O:31])[CH2:20][O:21][CH2:22][C:23]([OH:25])=[O:24])=[O:17])[C:13]3[C:5](=[CH:4][CH:3]=[CH:2][CH:1]=3)[C:6]=2[CH:7]=[CH:8][CH:9]=1, predict the reactants needed to synthesize it. The reactants are: [CH:1]1[C:13]2[CH:12]([CH2:14][O:15][C:16]([NH:18][C@H:19]([C:30]([NH:32][CH2:33][C:34]([NH2:36])=[O:35])=[O:31])[CH2:20][O:21][CH2:22][C:23]([O:25]C(C)(C)C)=[O:24])=[O:17])[C:11]3[C:6](=[CH:7][CH:8]=[CH:9][CH:10]=3)[C:5]=2[CH:4]=[CH:3][CH:2]=1.Cl. (2) Given the product [CH3:1][C:2]1[C:10]2[C:5](=[CH:6][CH:7]=[C:8]([CH2:11][NH2:12])[CH:9]=2)[NH:4][CH:3]=1, predict the reactants needed to synthesize it. The reactants are: [CH3:1][C:2]1[C:10]2[C:5](=[CH:6][CH:7]=[C:8]([C:11]#[N:12])[CH:9]=2)[NH:4][CH:3]=1. (3) Given the product [C:16]1([C@H:15]([N:22]([OH:23])[CH:31]=[O:32])[CH2:14][S:11]([CH2:10][C:8]2[CH:9]=[C:4]3[CH:3]=[CH:2][S:1][C:5]3=[N:6][CH:7]=2)(=[O:13])=[O:12])[CH:21]=[CH:20][CH:19]=[CH:18][CH:17]=1, predict the reactants needed to synthesize it. The reactants are: [S:1]1[C:5]2=[N:6][CH:7]=[C:8]([CH2:10][S:11]([CH2:14][C@@H:15]([N:22]([C:31](OC(C)(C)C)=[O:32])[O:23]C(OC(C)(C)C)=O)[C:16]3[CH:21]=[CH:20][CH:19]=[CH:18][CH:17]=3)(=[O:13])=[O:12])[CH:9]=[C:4]2[CH:3]=[CH:2]1.FC(F)(F)C(O)=O. (4) Given the product [N:17]12[CH2:24][CH2:23][CH:20]([CH2:21][CH2:22]1)[C@@H:19]([O:10][C:9](=[O:11])[C:8](=[O:7])[C:12]1[S:13][CH:14]=[CH:15][CH:16]=1)[CH2:18]2, predict the reactants needed to synthesize it. The reactants are: C(Cl)(=O)C(Cl)=O.[O:7]=[C:8]([C:12]1[S:13][CH:14]=[CH:15][CH:16]=1)[C:9]([OH:11])=[O:10].[N:17]12[CH2:24][CH2:23][CH:20]([CH2:21][CH2:22]1)[C@@H:19](O)[CH2:18]2. (5) Given the product [CH3:1][O:2][C:3]([C:5]1[S:6][C:7]([C:14](=[O:16])[NH:68][CH2:67][C:62]2[CH:63]=[CH:64][CH:65]=[C:66]3[C:61]=2[CH:60]=[N:59][NH:58]3)=[CH:8][C:9]=1[C:10]([F:11])([F:12])[F:13])=[O:4], predict the reactants needed to synthesize it. The reactants are: [CH3:1][O:2][C:3]([C:5]1[S:6][C:7]([C:14]([OH:16])=O)=[CH:8][C:9]=1[C:10]([F:13])([F:12])[F:11])=[O:4].C(N(CC)CC)C.CN(C(ON1N=NC2C=CC=CC1=2)=[N+](C)C)C.F[P-](F)(F)(F)(F)F.C1C=CC2N(O)N=NC=2C=1.[NH:58]1[C:66]2[C:61](=[C:62]([CH2:67][NH2:68])[CH:63]=[CH:64][CH:65]=2)[CH:60]=[N:59]1. (6) Given the product [CH3:43][N:40]1[CH2:41][CH2:42][N:37]([C:34]2[CH:33]=[CH:32][C:31]([NH:30][C:27]3[N:26]=[CH:25][C:24]4=[CH:23][CH:22]=[C:21]([C:52]5[CH:61]=[CH:60][CH:59]=[CH:58][C:53]=5[O:54][CH2:55][C:56]#[N:57])[N:29]4[N:28]=3)=[CH:36][CH:35]=2)[CH2:38][CH2:39]1, predict the reactants needed to synthesize it. The reactants are: C1(P(C2C=CC=CC=2)C2C=CC=CC=2)C=CC=CC=1.Br[C:21]1[N:29]2[C:24]([CH:25]=[N:26][C:27]([NH:30][C:31]3[CH:36]=[CH:35][C:34]([N:37]4[CH2:42][CH2:41][N:40]([CH3:43])[CH2:39][CH2:38]4)=[CH:33][CH:32]=3)=[N:28]2)=[CH:23][CH:22]=1.CC1(C)C(C)(C)OB([C:52]2[CH:61]=[CH:60][CH:59]=[CH:58][C:53]=2[O:54][CH2:55][C:56]#[N:57])O1.C(=O)([O-])[O-].[Na+].[Na+].O. (7) Given the product [C:31]([C:23]1[C:24]([NH:26][CH2:27][CH2:28][O:29][CH3:30])=[CH:25][C:20]([NH:19][C:17]([N:8]2[C:9]3[C:4](=[CH:3][C:2]([C:37]4[C:38]([CH3:39])=[N:34][N:35]([CH3:43])[CH:36]=4)=[C:11]([CH:12]([O:15][CH3:16])[O:13][CH3:14])[N:10]=3)[CH2:5][CH2:6][CH2:7]2)=[O:18])=[N:21][CH:22]=1)#[N:32], predict the reactants needed to synthesize it. The reactants are: Br[C:2]1[CH:3]=[C:4]2[C:9](=[N:10][C:11]=1[CH:12]([O:15][CH3:16])[O:13][CH3:14])[N:8]([C:17]([NH:19][C:20]1[CH:25]=[C:24]([NH:26][CH2:27][CH2:28][O:29][CH3:30])[C:23]([C:31]#[N:32])=[CH:22][N:21]=1)=[O:18])[CH2:7][CH2:6][CH2:5]2.C[N:34]1[C:38]([CH3:39])=[C:37](B(O)O)[CH:36]=[N:35]1.[C:43]([O-])([O-])=O.[Na+].[Na+].